Dataset: Forward reaction prediction with 1.9M reactions from USPTO patents (1976-2016). Task: Predict the product of the given reaction. (1) The product is: [CH2:29]([O:28][C:26](=[O:27])[C:7]1[C:6]([F:8])=[CH:5][CH:4]=[C:3]([NH2:9])[C:2]=1[F:1])[C:30]1[CH:35]=[CH:34][CH:33]=[CH:32][CH:31]=1. Given the reactants [F:1][C:2]1[CH:7]=[C:6]([F:8])[CH:5]=[CH:4][C:3]=1[NH2:9].C([Li])CCC.Cl[Si](C)(C)CC[Si](Cl)(C)C.Cl[C:26]([O:28][CH2:29][C:30]1[CH:35]=[CH:34][CH:33]=[CH:32][CH:31]=1)=[O:27].Cl, predict the reaction product. (2) Given the reactants CS(O[CH2:6][CH2:7][CH2:8][N:9]1[C:17]2[CH:16]=[CH:15][N:14]=[C:13]([NH2:18])[C:12]=2[N:11]=[C:10]1[S:19][C:20]1[C:28]([I:29])=[CH:27][C:23]2[O:24][CH2:25][O:26][C:22]=2[CH:21]=1)(=O)=O.BrC1C(SC2[N:42](CCCNC(C)C)[C:43]3[CH:48]=CN=C(N)[C:44]=3N=2)=CC2OCOC=2C=1, predict the reaction product. The product is: [I:29][C:28]1[C:20]([S:19][C:10]2[N:9]([CH2:8][CH2:7][CH2:6][NH:42][CH:43]([CH3:48])[CH3:44])[C:17]3[CH:16]=[CH:15][N:14]=[C:13]([NH2:18])[C:12]=3[N:11]=2)=[CH:21][C:22]2[O:26][CH2:25][O:24][C:23]=2[CH:27]=1. (3) The product is: [CH2:3]([O:6][C:8]1[CH:13]=[CH:12][N+:11]([O-:14])=[C:10]([CH3:15])[C:9]=1[CH3:16])[CH2:4][CH3:5]. Given the reactants [OH-].[Na+].[CH2:3]([OH:6])[CH2:4][CH3:5].Cl[C:8]1[CH:13]=[CH:12][N+:11]([O-:14])=[C:10]([CH3:15])[C:9]=1[CH3:16], predict the reaction product. (4) Given the reactants [CH3:1][C:2]1[NH:3][C:4]2[C:9]([CH:10]=1)=[CH:8][C:7]([NH2:11])=[CH:6][CH:5]=2.[N:12]1([CH2:18][CH2:19][NH:20][C:21]([C:23]2[S:31][C:30]3[C:25](=[N:26][CH:27]=[CH:28][C:29]=3Cl)[CH:24]=2)=[O:22])[CH2:17][CH2:16][CH2:15][CH2:14][CH2:13]1, predict the reaction product. The product is: [N:12]1([CH2:18][CH2:19][NH:20][C:21]([C:23]2[S:31][C:30]3[C:25](=[N:26][CH:27]=[CH:28][C:29]=3[NH:11][C:7]3[CH:8]=[C:9]4[C:4](=[CH:5][CH:6]=3)[NH:3][C:2]([CH3:1])=[CH:10]4)[CH:24]=2)=[O:22])[CH2:17][CH2:16][CH2:15][CH2:14][CH2:13]1. (5) Given the reactants [Br:1][C:2]1[CH:7]=[CH:6][C:5]([S:8]([NH:11][C:12]2[CH:13]=[C:14]([CH:18]=[CH:19][CH:20]=2)[C:15](O)=[O:16])(=[O:10])=[O:9])=[CH:4][CH:3]=1.C(Cl)(=O)C([Cl:24])=O.CN(C=O)C, predict the reaction product. The product is: [Br:1][C:2]1[CH:7]=[CH:6][C:5]([S:8]([NH:11][C:12]2[CH:13]=[C:14]([CH:18]=[CH:19][CH:20]=2)[C:15]([Cl:24])=[O:16])(=[O:10])=[O:9])=[CH:4][CH:3]=1. (6) The product is: [CH3:49][O:48][C:46](=[O:47])[C:45]1[CH:50]=[C:51]([O:52][CH3:53])[C:42]([NH:41][C:28]([C@H:9]2[C@H:8]([C:4]3[CH:5]=[CH:6][CH:7]=[C:2]([Cl:1])[C:3]=3[F:31])[C@:12]([C:15]3[CH:20]=[CH:19][C:18]([Cl:21])=[CH:17][C:16]=3[F:22])([C:13]#[N:14])[C@H:11]([CH2:23][C:24]([CH3:27])([CH3:26])[CH3:25])[NH:10]2)=[O:29])=[CH:43][C:44]=1[F:54]. Given the reactants [Cl:1][C:2]1[C:3]([F:31])=[C:4]([C@@H:8]2[C@:12]([C:15]3[CH:20]=[CH:19][C:18]([Cl:21])=[CH:17][C:16]=3[F:22])([C:13]#[N:14])[C@H:11]([CH2:23][C:24]([CH3:27])([CH3:26])[CH3:25])[NH:10][C@H:9]2[C:28](O)=[O:29])[CH:5]=[CH:6][CH:7]=1.CCN(C(C)C)C(C)C.[NH2:41][C:42]1[C:51]([O:52][CH3:53])=[CH:50][C:45]([C:46]([O:48][CH3:49])=[O:47])=[C:44]([F:54])[CH:43]=1, predict the reaction product.